This data is from Peptide-MHC class I binding affinity with 185,985 pairs from IEDB/IMGT. The task is: Regression. Given a peptide amino acid sequence and an MHC pseudo amino acid sequence, predict their binding affinity value. This is MHC class I binding data. The peptide sequence is LLIQGLKTV. The MHC is HLA-B51:01 with pseudo-sequence HLA-B51:01. The binding affinity (normalized) is 0.0847.